From a dataset of Full USPTO retrosynthesis dataset with 1.9M reactions from patents (1976-2016). Predict the reactants needed to synthesize the given product. (1) Given the product [I:15][CH2:2][CH2:3][O:4][C:5]1[CH:6]=[C:7]([CH:12]=[CH:13][CH:14]=1)[C:8]([O:10][CH3:11])=[O:9], predict the reactants needed to synthesize it. The reactants are: Br[CH2:2][CH2:3][O:4][C:5]1[CH:6]=[C:7]([CH:12]=[CH:13][CH:14]=1)[C:8]([O:10][CH3:11])=[O:9].[I-:15].[Na+]. (2) Given the product [Cl:7][C:8]1[CH:13]=[CH:12][C:11]([C:14]2[C:18]([CH2:19][O:20][C:21]3[CH:26]=[CH:25][C:24]([CH2:27][CH2:28][CH2:29][OH:30])=[C:23]([F:34])[C:22]=3[F:35])=[C:17]([C:36]([F:39])([F:38])[F:37])[S:16][N:15]=2)=[CH:10][CH:9]=1, predict the reactants needed to synthesize it. The reactants are: [H-].[H-].[H-].[H-].[Li+].[Al+3].[Cl:7][C:8]1[CH:13]=[CH:12][C:11]([C:14]2[C:18]([CH2:19][O:20][C:21]3[CH:26]=[CH:25][C:24]([CH2:27][CH2:28][C:29](OCC)=[O:30])=[C:23]([F:34])[C:22]=3[F:35])=[C:17]([C:36]([F:39])([F:38])[F:37])[S:16][N:15]=2)=[CH:10][CH:9]=1. (3) The reactants are: C([C:4]1[C:12]([S:13][C:14]2[N:15]([CH3:19])[CH:16]=[CH:17][N:18]=2)=[CH:11][C:7]([C:8]([OH:10])=O)=[C:6](C(C)C)[C:5]=1[O:23][C:24]1[CH:29]=[CH:28][C:27]([P:30]([O:36][CH:37]([CH3:39])[CH3:38])([O:32][CH:33]([CH3:35])[CH3:34])=[O:31])=[CH:26][CH:25]=1)(C)C.[NH2:40][C:41]1[S:42][CH:43]=[CH:44][N:45]=1.CN(C(ON1N=NC2C=CC=NC1=2)=[N+](C)C)C.F[P-](F)(F)(F)(F)F.CCN(C(C)C)C(C)C. Given the product [CH:33]([O:32][P:30]([C:27]1[CH:28]=[CH:29][C:24]([O:23][C:5]2[CH:6]=[C:7]([C:8](=[O:10])[NH:40][C:41]3[S:42][CH:43]=[CH:44][N:45]=3)[CH:11]=[C:12]([S:13][C:14]3[N:15]([CH3:19])[CH:16]=[CH:17][N:18]=3)[CH:4]=2)=[CH:25][CH:26]=1)(=[O:31])[O:36][CH:37]([CH3:39])[CH3:38])([CH3:35])[CH3:34], predict the reactants needed to synthesize it. (4) Given the product [NH:53]1[C:1]([C:3]2[CH:4]=[CH:5][C:6]([CH2:7][CH:8](/[CH:21]=[CH:22]/[C:23]3[CH:28]=[CH:27][CH:26]=[CH:25][C:24]=3[O:29][CH2:30][C:31]3[CH:36]=[CH:35][C:34]([C:37]4[CH:42]=[CH:41][C:40]([C:43]([F:44])([F:45])[F:46])=[CH:39][CH:38]=4)=[CH:33][CH:32]=3)[CH2:9][CH2:10][C:11]3[CH:12]=[CH:13][C:14]([C:15]([O:17][CH3:18])=[O:16])=[CH:19][CH:20]=3)=[CH:47][CH:48]=2)=[N:2][N:55]=[N:54]1, predict the reactants needed to synthesize it. The reactants are: [C:1]([C:3]1[CH:48]=[CH:47][C:6]([CH2:7][CH:8](/[CH:21]=[CH:22]/[C:23]2[CH:28]=[CH:27][CH:26]=[CH:25][C:24]=2[O:29][CH2:30][C:31]2[CH:36]=[CH:35][C:34]([C:37]3[CH:42]=[CH:41][C:40]([C:43]([F:46])([F:45])[F:44])=[CH:39][CH:38]=3)=[CH:33][CH:32]=2)[CH2:9][CH2:10][C:11]2[CH:20]=[CH:19][C:14]([C:15]([O:17][CH3:18])=[O:16])=[CH:13][CH:12]=2)=[CH:5][CH:4]=1)#[N:2].C[Si]([N:53]=[N+:54]=[N-:55])(C)C.C([Sn](=O)CCCC)CCC. (5) Given the product [OH:21][CH2:22][CH2:23][N:24]1[CH2:29][CH2:28][N:27]([C:2]2[N:7]=[C:6]([CH3:8])[N:5]=[C:4]([NH:9][C:10]3[S:11][C:12]([C:15]([O:17][CH:18]([CH3:20])[CH3:19])=[O:16])=[CH:13][N:14]=3)[CH:3]=2)[CH2:26][CH2:25]1, predict the reactants needed to synthesize it. The reactants are: Br[C:2]1[N:7]=[C:6]([CH3:8])[N:5]=[C:4]([NH:9][C:10]2[S:11][C:12]([C:15]([O:17][CH:18]([CH3:20])[CH3:19])=[O:16])=[CH:13][N:14]=2)[CH:3]=1.[OH:21][CH2:22][CH2:23][N:24]1[CH2:29][CH2:28][NH:27][CH2:26][CH2:25]1. (6) Given the product [CH2:9]([NH:16][C:17]([C:19]1[S:23][C:22]([N:24]2[CH:29]=[CH:28][C:27]([O:30][CH2:7][C:4]3[S:3][C:2]([Cl:1])=[CH:6][CH:5]=3)=[CH:26][C:25]2=[O:31])=[N:21][C:20]=1[CH3:32])=[O:18])[C:10]1[CH:15]=[CH:14][CH:13]=[CH:12][CH:11]=1, predict the reactants needed to synthesize it. The reactants are: [Cl:1][C:2]1[S:3][C:4]([CH2:7]Cl)=[CH:5][CH:6]=1.[CH2:9]([NH:16][C:17]([C:19]1[S:23][C:22]([N:24]2[CH:29]=[CH:28][C:27]([OH:30])=[CH:26][C:25]2=[O:31])=[N:21][C:20]=1[CH3:32])=[O:18])[C:10]1[CH:15]=[CH:14][CH:13]=[CH:12][CH:11]=1. (7) Given the product [C:18]([C:17]1[N:8]([CH2:1][C:2]2[CH:7]=[CH:6][CH:5]=[CH:4][CH:3]=2)[C:9](=[O:28])[C:10]2[C:15]([C:16]=1[C:21]1[CH:26]=[CH:25][CH:24]=[CH:23][CH:22]=1)=[CH:14][C:13]([Br:27])=[CH:12][CH:11]=2)(=[O:20])[CH3:19], predict the reactants needed to synthesize it. The reactants are: [CH2:1]([N:8]1[C:17]([CH:18]([OH:20])[CH3:19])=[C:16]([C:21]2[CH:26]=[CH:25][CH:24]=[CH:23][CH:22]=2)[C:15]2[C:10](=[CH:11][CH:12]=[C:13]([Br:27])[CH:14]=2)[C:9]1=[O:28])[C:2]1[CH:7]=[CH:6][CH:5]=[CH:4][CH:3]=1.